From a dataset of Forward reaction prediction with 1.9M reactions from USPTO patents (1976-2016). Predict the product of the given reaction. (1) Given the reactants [N:1]1([C:7]2[C:8]3[CH:35]=[CH:34][N:33]([CH2:36][C:37]([F:40])([F:39])[F:38])[C:9]=3[N:10]=[C:11]([C:13]3[CH:18]=[CH:17][C:16]([NH:19][C:20]([NH:22][C:23]4[CH:32]=[CH:31][C:26]([C:27]([O:29]C)=[O:28])=[CH:25][CH:24]=4)=[O:21])=[CH:15][CH:14]=3)[N:12]=2)[CH2:6][CH2:5][O:4][CH2:3][CH2:2]1.[OH-].[Na+], predict the reaction product. The product is: [F:39][C:37]([F:38])([F:40])[CH2:36][N:33]1[C:9]2[N:10]=[C:11]([C:13]3[CH:14]=[CH:15][C:16]([NH:19][C:20]([NH:22][C:23]4[CH:32]=[CH:31][C:26]([C:27]([OH:29])=[O:28])=[CH:25][CH:24]=4)=[O:21])=[CH:17][CH:18]=3)[N:12]=[C:7]([N:1]3[CH2:2][CH2:3][O:4][CH2:5][CH2:6]3)[C:8]=2[CH:35]=[CH:34]1. (2) Given the reactants C(O[C:4](=[O:21])[CH:5]([C:11]([NH:13][CH2:14][C:15]1[CH:20]=[CH:19][CH:18]=[CH:17][CH:16]=1)=[O:12])[C:6]([O:8][CH2:9][CH3:10])=[O:7])C.[H-].[Na+].[Cl:24][C:25]1[CH:30]=[CH:29][C:28]([N:31]=[C:32]=[O:33])=[CH:27][CH:26]=1.Cl, predict the reaction product. The product is: [Cl:24][C:25]1[CH:30]=[CH:29][C:28]([N:31]2[C:4]([OH:21])=[C:5]([C:6]([O:8][CH2:9][CH3:10])=[O:7])[C:11](=[O:12])[N:13]([CH2:14][C:15]3[CH:16]=[CH:17][CH:18]=[CH:19][CH:20]=3)[C:32]2=[O:33])=[CH:27][CH:26]=1. (3) Given the reactants CCN(CC)CC.C([SiH](CC)CC)C.C([O:22][C:23]1[CH:32]=[C:31]2[C:26]([CH:27]=[CH:28][N:29]=[C:30]2[C:33]2[CH:34]=[N:35][N:36]([CH3:38])[CH:37]=2)=[CH:25][N:24]=1)C1C=CC=CC=1, predict the reaction product. The product is: [CH3:38][N:36]1[CH:37]=[C:33]([C:30]2[N:29]=[CH:28][CH:27]=[C:26]3[C:31]=2[CH:32]=[C:23]([OH:22])[N:24]=[CH:25]3)[CH:34]=[N:35]1. (4) Given the reactants CC([O-])(C)C.[K+].[C:7]1([S:13]([CH2:16]Cl)(=[O:15])=[O:14])[CH:12]=[CH:11][CH:10]=[CH:9][CH:8]=1.[CH3:18][O:19][C:20]1[CH:25]=[CH:24][C:23]([N+:26]([O-:28])=[O:27])=[CH:22][N:21]=1.C(O)(=O)C, predict the reaction product. The product is: [CH3:18][O:19][C:20]1[N:21]=[C:22]([CH2:16][S:13]([C:7]2[CH:12]=[CH:11][CH:10]=[CH:9][CH:8]=2)(=[O:15])=[O:14])[C:23]([N+:26]([O-:28])=[O:27])=[CH:24][CH:25]=1. (5) Given the reactants C(OC([NH:8][C:9]1([C:18]([OH:20])=[O:19])[CH2:16][CH:15]2[NH:17][CH:11]([CH2:12][O:13][CH2:14]2)[CH2:10]1)=O)(C)(C)C.Br[CH2:22][C:23]1[NH:28][C:27]([C:29]2[S:30][CH:31]=[CH:32][N:33]=2)=[N:26][C@@H:25]([C:34]2[CH:39]=[CH:38][CH:37]=[C:36]([F:40])[C:35]=2[F:41])[C:24]=1[C:42]([O:44][CH2:45][CH3:46])=[O:43], predict the reaction product. The product is: [NH2:8][C:9]1([C:18]([OH:20])=[O:19])[CH2:10][CH:11]2[N:17]([CH2:22][C:23]3[NH:28][C:27]([C:29]4[S:30][CH:31]=[CH:32][N:33]=4)=[N:26][C@@H:25]([C:34]4[CH:39]=[CH:38][CH:37]=[C:36]([F:40])[C:35]=4[F:41])[C:24]=3[C:42]([O:44][CH2:45][CH3:46])=[O:43])[CH:15]([CH2:14][O:13][CH2:12]2)[CH2:16]1. (6) Given the reactants [SH:1][C:2]1[N:3]=[C:4]([N:16]2[CH2:20][CH2:19][CH2:18][CH2:17]2)[C:5]2[CH2:6][CH2:7][C:8]([CH3:15])([CH3:14])[CH2:9][C:10]=2[C:11]=1[C:12]#[N:13].C(=O)([O-])[O-].[K+].[K+].Cl[CH2:28][C:29]([NH2:31])=[O:30], predict the reaction product. The product is: [NH2:13][C:12]1[C:11]2[C:10]3[CH2:9][C:8]([CH3:14])([CH3:15])[CH2:7][CH2:6][C:5]=3[C:4]([N:16]3[CH2:17][CH2:18][CH2:19][CH2:20]3)=[N:3][C:2]=2[S:1][C:28]=1[C:29]([NH2:31])=[O:30].